From a dataset of Forward reaction prediction with 1.9M reactions from USPTO patents (1976-2016). Predict the product of the given reaction. Given the reactants CC1C=C(C)C=C(C)C=1S([O-])(=O)=O.[NH2:14][N+:15]1[CH:20]=[CH:19][C:18]([Br:21])=[CH:17][C:16]=1[NH2:22].Cl[C:24](=O)[C:25]([O:27][CH2:28][CH3:29])=[O:26], predict the reaction product. The product is: [Br:21][C:18]1[CH:19]=[CH:20][N:15]2[N:14]=[C:24]([C:25]([O:27][CH2:28][CH3:29])=[O:26])[N:22]=[C:16]2[CH:17]=1.